Task: Predict the reactants needed to synthesize the given product.. Dataset: Full USPTO retrosynthesis dataset with 1.9M reactions from patents (1976-2016) Given the product [CH3:1][O:2][C:3]([C:4]1[CH:9]=[CH:8][C:7]2[N:10]=[CH:20][N:11]([CH2:12][CH2:13][N:14]3[CH2:18][CH2:17][CH2:16][CH2:15]3)[C:6]=2[CH:5]=1)=[O:19], predict the reactants needed to synthesize it. The reactants are: [CH3:1][O:2][C:3](=[O:19])[C:4]1[CH:9]=[CH:8][C:7]([NH2:10])=[C:6]([NH:11][CH2:12][CH2:13][N:14]2[CH2:18][CH2:17][CH2:16][CH2:15]2)[CH:5]=1.[CH2:20](OC(OCC)OCC)C.